Dataset: Kir2.1 potassium channel HTS with 301,493 compounds. Task: Binary Classification. Given a drug SMILES string, predict its activity (active/inactive) in a high-throughput screening assay against a specified biological target. (1) The molecule is S(c1n(c(nn1)C(NC(=O)c1c(F)cccc1)C)CC)CC(=O)Nc1sc(nn1)C. The result is 0 (inactive). (2) The result is 0 (inactive). The molecule is Clc1cc(Cn2c(nc3n(c(=O)n(c(=O)c23)C)C)CN2CCc3c(C2)cccc3)ccc1. (3) The compound is S(c1n(c(nn1)c1ccncc1)C)CC(=O)Nc1ccc(NC(=O)c2c(F)cccc2)cc1. The result is 0 (inactive). (4) The molecule is s1c2c(COc3c2cc(F)cc3)cc1C(OC)=O. The result is 0 (inactive).